This data is from Catalyst prediction with 721,799 reactions and 888 catalyst types from USPTO. The task is: Predict which catalyst facilitates the given reaction. (1) Reactant: [Cl:1][C:2]1[N:3]=[C:4](Cl)[C:5]2[S:10][CH:9]=[C:8]([C:11]3[CH:16]=[CH:15][CH:14]=[CH:13][CH:12]=3)[C:6]=2[N:7]=1.[CH2:18]([NH2:21])[CH:19]=[CH2:20]. Product: [CH2:18]([NH:21][C:4]1[C:5]2[S:10][CH:9]=[C:8]([C:11]3[CH:16]=[CH:15][CH:14]=[CH:13][CH:12]=3)[C:6]=2[N:7]=[C:2]([Cl:1])[N:3]=1)[CH:19]=[CH2:20]. The catalyst class is: 3. (2) Reactant: [C:1]([C:5]1[CH:14]=[CH:13][C:8]([C:9]([O:11]C)=[O:10])=[C:7]([O:15][CH:16]2[CH2:21][CH2:20][N:19]([C:22]([O:24][C:25]([CH3:28])([CH3:27])[CH3:26])=[O:23])[CH2:18][CH2:17]2)[CH:6]=1)([CH3:4])([CH3:3])[CH3:2].O[Li].O. Product: [C:1]([C:5]1[CH:14]=[CH:13][C:8]([C:9]([OH:11])=[O:10])=[C:7]([O:15][CH:16]2[CH2:21][CH2:20][N:19]([C:22]([O:24][C:25]([CH3:28])([CH3:27])[CH3:26])=[O:23])[CH2:18][CH2:17]2)[CH:6]=1)([CH3:4])([CH3:2])[CH3:3]. The catalyst class is: 38. (3) Reactant: [CH2:1]([O:3][C:4]1[CH:13]=[C:12]2[C:7]([CH:8]=[CH:9][C:10](/[CH:14]=[N:15]/[NH:16][C:17]3[N:22]=[CH:21][C:20]([C@@H:23]([N:28]4[CH2:32][CH2:31][C@H:30]([NH:33][C:34](=[O:40])[O:35][C:36]([CH3:39])([CH3:38])[CH3:37])[CH2:29]4)[C:24]([F:27])([F:26])[F:25])=[CH:19][CH:18]=3)=[N:11]2)=[CH:6][C:5]=1[F:41])[CH3:2].C(O)(=O)C.I(C1C=CC=CC=1)=O. Product: [CH2:1]([O:3][C:4]1[CH:13]=[C:12]2[C:7]([CH:8]=[CH:9][C:10]([C:14]3[N:22]4[CH:21]=[C:20]([C@@H:23]([N:28]5[CH2:32][CH2:31][C@H:30]([NH:33][C:34](=[O:40])[O:35][C:36]([CH3:37])([CH3:39])[CH3:38])[CH2:29]5)[C:24]([F:27])([F:25])[F:26])[CH:19]=[CH:18][C:17]4=[N:16][N:15]=3)=[N:11]2)=[CH:6][C:5]=1[F:41])[CH3:2]. The catalyst class is: 2. (4) Product: [CH2:9]=[C:10]([C:2]1[CH:3]=[C:4]([NH2:8])[CH:5]=[N:6][CH:7]=1)[CH3:14]. The catalyst class is: 339. Reactant: Br[C:2]1[CH:3]=[C:4]([NH2:8])[CH:5]=[N:6][CH:7]=1.[CH3:9][C:10]1(C)[C:14](C)(C)OB(C(C)=C)O1.C([O-])([O-])=O.[Cs+].[Cs+].